From a dataset of Catalyst prediction with 721,799 reactions and 888 catalyst types from USPTO. Predict which catalyst facilitates the given reaction. (1) Reactant: [CH2:1]([C:3]1[C:8](=[O:9])[N:7]2[N:10]=[CH:11][C:12]([C:13]3[CH:14]=[N:15][NH:16][CH:17]=3)=[C:6]2[NH:5][C:4]=1[CH3:18])[CH3:2].Br[C:20]1[CH:25]=[C:24]([Cl:26])[CH:23]=[CH:22][N:21]=1.CC1(C)C2C(=C(P(C3C=CC=CC=3)C3C=CC=CC=3)C=CC=2)OC2C(P(C3C=CC=CC=3)C3C=CC=CC=3)=CC=CC1=2.C([O-])([O-])=O.[Cs+].[Cs+]. Product: [Cl:26][C:24]1[CH:23]=[CH:22][N:21]=[C:20]([N:15]2[CH:14]=[C:13]([C:12]3[CH:11]=[N:10][N:7]4[C:8](=[O:9])[C:3]([CH2:1][CH3:2])=[C:4]([CH3:18])[NH:5][C:6]=34)[CH:17]=[N:16]2)[CH:25]=1. The catalyst class is: 62. (2) Reactant: [F:1][C:2]1[CH:8]=[CH:7][C:5]([NH2:6])=[CH:4][CH:3]=1.[CH2:9]([N:11]=[C:12]=[O:13])[CH3:10].C(O[CH:17]=[C:18]([C:24]([O:26][CH2:27][CH3:28])=[O:25])[C:19]([O:21]CC)=O)C.CC[O-].[Na+]. Product: [CH2:27]([O:26][C:24]([C:18]1[C:19](=[O:21])[N:11]([CH2:9][CH3:10])[C:12](=[O:13])[N:6]([C:5]2[CH:7]=[CH:8][C:2]([F:1])=[CH:3][CH:4]=2)[CH:17]=1)=[O:25])[CH3:28]. The catalyst class is: 219.